This data is from Reaction yield outcomes from USPTO patents with 853,638 reactions. The task is: Predict the reaction yield, written as a fraction of the theoretical maximum amount of product (1.0 means a 100% yield; for example, 0.34 means a 34% yield). (1) The reactants are [CH2:1]([C:3]1[N:7]([C:8]2[N:16]=[C:15]3[C:11]([N:12]=[C:13]([CH:18]=O)[N:14]3[CH3:17])=[C:10]([N:20]3[CH2:25][CH2:24][O:23][CH2:22][CH2:21]3)[N:9]=2)[C:6]2[CH:26]=[CH:27][CH:28]=[CH:29][C:5]=2[N:4]=1)[CH3:2].[NH:30]1[CH2:33][CH:32]([N:34]2[CH2:38][CH2:37][C:36]([F:40])([F:39])[CH2:35]2)[CH2:31]1.C(O[BH-](OC(=O)C)OC(=O)C)(=O)C.[Na+]. The catalyst is ClCCCl. The product is [F:40][C:36]1([F:39])[CH2:37][CH2:38][N:34]([CH:32]2[CH2:33][N:30]([CH2:18][C:13]3[N:14]([CH3:17])[C:15]4[C:11]([N:12]=3)=[C:10]([N:20]3[CH2:25][CH2:24][O:23][CH2:22][CH2:21]3)[N:9]=[C:8]([N:7]3[C:6]5[CH:26]=[CH:27][CH:28]=[CH:29][C:5]=5[N:4]=[C:3]3[CH2:1][CH3:2])[N:16]=4)[CH2:31]2)[CH2:35]1. The yield is 0.690. (2) The reactants are C([Li])CCC.[CH3:6][P:7](=[O:12])([O:10][CH3:11])[O:8][CH3:9].[CH3:13][C:14]1[O:15][CH2:16][C:17]([CH:35]=[O:36])([CH2:19][CH2:20][C:21]2[CH:26]=[CH:25][C:24]([CH2:27][CH2:28][CH2:29][CH2:30][CH2:31][CH2:32][CH2:33][CH3:34])=[CH:23][CH:22]=2)[N:18]=1.[CH:37]1[CH:42]=[CH:41][C:40]([O:43][C:44](Cl)=[S:45])=[CH:39][CH:38]=1. The catalyst is C1COCC1. The product is [O:43]([C:44]([O:36][CH:35]([C:17]1([CH2:19][CH2:20][C:21]2[CH:26]=[CH:25][C:24]([CH2:27][CH2:28][CH2:29][CH2:30][CH2:31][CH2:32][CH2:33][CH3:34])=[CH:23][CH:22]=2)[CH2:16][O:15][C:14]([CH3:13])=[N:18]1)[CH2:6][P:7](=[O:12])([O:10][CH3:11])[O:8][CH3:9])=[S:45])[C:40]1[CH:41]=[CH:42][CH:37]=[CH:38][CH:39]=1. The yield is 0.170. (3) The reactants are [CH3:1][O:2][C:3]1[CH:8]=[CH:7][C:6]([NH2:9])=[CH:5][CH:4]=1.CC(C)N=C=NC(C)C.[C:19]([O:23][C:24]([N:26]1[CH2:39][CH2:38][C:37]2[C:36]3[C:35]([Cl:40])=[C:34]([Cl:41])[CH:33]=[CH:32][C:31]=3[N:30]([CH2:42][C:43](O)=[O:44])[C:29]=2[CH2:28][CH2:27]1)=[O:25])([CH3:22])([CH3:21])[CH3:20]. The yield is 0.360. The catalyst is CN(C1C=CN=CC=1)C.C1COCC1.CCOC(C)=O. The product is [Cl:41][C:34]1[CH:33]=[CH:32][C:31]2[N:30]([CH2:42][C:43]([NH:9][C:6]3[CH:7]=[CH:8][C:3]([O:2][CH3:1])=[CH:4][CH:5]=3)=[O:44])[C:29]3[CH2:28][CH2:27][N:26]([C:24]([O:23][C:19]([CH3:21])([CH3:20])[CH3:22])=[O:25])[CH2:39][CH2:38][C:37]=3[C:36]=2[C:35]=1[Cl:40]. (4) The reactants are [CH3:1][CH:2]([CH:12]([CH2:14][C:15]1[CH:20]=[CH:19][C:18]([OH:21])=[C:17]([OH:22])[CH:16]=1)[CH3:13])[CH2:3][C:4]1[CH:9]=[CH:8][C:7]([OH:10])=[C:6]([OH:11])[CH:5]=1.[H-].[Na+].Cl[CH2:26][C:27]1[N:28]=[C:29]([CH3:32])[S:30][CH:31]=1.[Cl-].[NH4+:34]. The catalyst is CN(C=O)C.CCOCC. The product is [CH3:32][C:29]1[S:30][CH:31]=[C:27]([CH2:26][O:22][C:17]2[CH:16]=[C:15]([CH2:14][C@@H:12]([CH3:13])[C@@H:2]([CH3:1])[CH2:3][C:4]3[CH:9]=[CH:8][C:7]([O:10][CH2:26][C:27]4[N:28]=[C:29]([CH3:32])[S:30][CH:31]=4)=[C:6]([O:11][CH2:26][C:27]4[N:28]=[C:29]([CH3:32])[S:30][CH:31]=4)[CH:5]=3)[CH:20]=[CH:19][C:18]=2[O:21][CH2:26][C:27]2[N:34]=[C:29]([CH3:32])[S:30][CH:31]=2)[N:28]=1. The yield is 0.421. (5) The reactants are [CH2:1]([O:8][N:9]=[C:10]1[C:18]2([CH2:23][CH2:22][CH2:21][CH2:20][CH2:19]2)[C:17]2[C:12](=[CH:13][CH:14]=[C:15](Br)[CH:16]=2)[NH:11]1)[C:2]1[CH:7]=[CH:6][CH:5]=[CH:4][CH:3]=1.[N+:25]([C:28]1[CH:29]=[C:30](B(O)O)[CH:31]=[CH:32][CH:33]=1)([O-:27])=[O:26]. No catalyst specified. The product is [CH2:1]([O:8][N:9]=[C:10]1[C:18]2([CH2:23][CH2:22][CH2:21][CH2:20][CH2:19]2)[C:17]2[C:12](=[CH:13][CH:14]=[C:15]([C:32]3[CH:31]=[CH:30][CH:29]=[C:28]([N+:25]([O-:27])=[O:26])[CH:33]=3)[CH:16]=2)[NH:11]1)[C:2]1[CH:7]=[CH:6][CH:5]=[CH:4][CH:3]=1. The yield is 0.550. (6) The reactants are [OH-].[Zn+2:2].[OH-].[NH2:4][C@H:5]([C:11]([OH:13])=[O:12])[CH2:6][CH2:7][CH2:8][CH2:9][NH2:10]. The catalyst is C(O)C. The product is [NH2:4][C@H:5]([C:11]([O-:13])=[O:12])[CH2:6][CH2:7][CH2:8][CH2:9][NH2:10].[NH2:4][C@H:5]([C:11]([O-:13])=[O:12])[CH2:6][CH2:7][CH2:8][CH2:9][NH2:10].[Zn+2:2]. The yield is 0.920. (7) No catalyst specified. The reactants are Br[C:2]1[C:3]([CH3:9])=[N:4][C:5]([Br:8])=[CH:6][CH:7]=1.[Li]CCCC.ClCCl.Cl.C1C[O:22][CH2:21]C1. The product is [Br:8][C:5]1[CH:6]=[CH:7][C:2]([CH:21]=[O:22])=[C:3]([CH3:9])[N:4]=1. The yield is 0.900. (8) The reactants are CC(C)(C)C(OC[C@@H:7]1[C@@H:12]([O:13]C(=O)C(C)(C)C)[C@H:11]([O:20]C(=O)C(C)(C)C)[C@H:10]([O:27]C(=O)C(C)(C)C)[C@@H:9]([C:34]2[S:35][C:36]([C@@H]3[C@@H](OC(=O)C(C)(C)C)[C@@H](OC(=O)C(C)(C)C)[C@H](OC(=O)C(C)(C)C)[C@@H](COC(=O)C(C)(C)C)O3)=[CH:37][CH:38]=2)[O:8]1)=O.[CH3:76][O:77][Na].[CH3:79][OH:80]. No catalyst specified. The product is [OH:80][CH2:79][C@@H:7]1[C@@H:12]([OH:13])[C@H:11]([OH:20])[C@H:10]([OH:27])[C@@H:9]([C:37]2[CH:38]=[C:34]([C@@H:9]3[C@@H:10]([OH:27])[C@@H:11]([OH:20])[C@H:12]([OH:13])[C@@H:7]([CH2:76][OH:77])[O:8]3)[S:35][CH:36]=2)[O:8]1. The yield is 0.725. (9) The reactants are [C:1]([C:5]1[O:9][N:8]=[C:7]([NH:10][C:11](=[O:45])[NH:12][C:13]2[CH:14]=[C:15]([CH:42]=[CH:43][CH:44]=2)[O:16][C:17]2[C:26]3[C:21](=[CH:22][C:23]([O:29][C@@H:30]4[CH2:34][CH2:33][N:32](C(OC(C)(C)C)=O)[CH2:31]4)=[C:24]([O:27][CH3:28])[CH:25]=3)[N:20]=[CH:19][N:18]=2)[CH:6]=1)([CH3:4])([CH3:3])[CH3:2].[ClH:46].Cl.C(C1ON=C(NC(NC2C=CC=C(OC3C4C(=CC(O[C@H]5CCNC5)=C(OC)C=4)N=CN=3)C=2)=O)C=1)(C)(C)C. No catalyst specified. The product is [ClH:46].[ClH:46].[C:1]([C:5]1[O:9][N:8]=[C:7]([NH:10][C:11]([NH:12][C:13]2[CH:44]=[CH:43][CH:42]=[C:15]([O:16][C:17]3[C:26]4[C:21](=[CH:22][C:23]([O:29][C@@H:30]5[CH2:34][CH2:33][NH:32][CH2:31]5)=[C:24]([O:27][CH3:28])[CH:25]=4)[N:20]=[CH:19][N:18]=3)[CH:14]=2)=[O:45])[CH:6]=1)([CH3:4])([CH3:2])[CH3:3]. The yield is 0.400.